Dataset: Forward reaction prediction with 1.9M reactions from USPTO patents (1976-2016). Task: Predict the product of the given reaction. (1) Given the reactants [CH:1]1([C:4]2[N:8]([C:9]3[N:14]=[CH:13][C:12]([NH:15][C:16](=[O:21])[CH2:17][C:18](=[O:20])[CH3:19])=[CH:11][N:10]=3)[N:7]=[C:6]([C:22]([F:25])([F:24])[F:23])[CH:5]=2)[CH2:3][CH2:2]1.CO[CH:28](OC)[N:29]([CH3:31])[CH3:30], predict the reaction product. The product is: [CH:1]1([C:4]2[N:8]([C:9]3[N:14]=[CH:13][C:12]([NH:15][C:16](=[O:21])[C:17](=[CH:28][N:29]([CH3:31])[CH3:30])[C:18](=[O:20])[CH3:19])=[CH:11][N:10]=3)[N:7]=[C:6]([C:22]([F:24])([F:25])[F:23])[CH:5]=2)[CH2:3][CH2:2]1. (2) Given the reactants [C:1]([C:3]1[CH:20]=[CH:19][C:6]([O:7][CH2:8][CH:9]2[CH2:11][N:10]2[C:12]([O:14][C:15]([CH3:18])([CH3:17])[CH3:16])=[O:13])=[CH:5][CH:4]=1)#[N:2].C([N:28]1[CH2:35][CH:34]2[CH2:36][CH:30]([CH2:31][N:32]([C:37]([N:39]3[CH2:44][CH2:43][CH2:42][CH2:41][CH2:40]3)=[O:38])[CH2:33]2)[CH2:29]1)C1C=CC=CC=1, predict the reaction product. The product is: [C:1]([C:3]1[CH:4]=[CH:5][C:6]([O:7][CH2:8][CH:9]([NH:10][C:12](=[O:13])[O:14][C:15]([CH3:16])([CH3:17])[CH3:18])[CH2:11][N:28]2[CH2:29][CH:30]3[CH2:36][CH:34]([CH2:33][N:32]([C:37]([N:39]4[CH2:40][CH2:41][CH2:42][CH2:43][CH2:44]4)=[O:38])[CH2:31]3)[CH2:35]2)=[CH:19][CH:20]=1)#[N:2]. (3) Given the reactants C[O:2][C:3]([C:5]1[C:6]2[N:14]([CH3:15])[CH:13]=[CH:12][C:7]=2[C:8]([Cl:11])=[N:9][CH:10]=1)=[O:4].[OH-].[Na+], predict the reaction product. The product is: [Cl:11][C:8]1[C:7]2[CH:12]=[CH:13][N:14]([CH3:15])[C:6]=2[C:5]([C:3]([OH:4])=[O:2])=[CH:10][N:9]=1. (4) Given the reactants [CH:1]1([C@@H:4]([NH2:6])[CH3:5])[CH2:3][CH2:2]1.[F:7][C:8]1[CH:15]=[CH:14][C:11]([CH:12]=O)=[CH:10][CH:9]=1.[CH:16](=O)C1C=CC=CC=1, predict the reaction product. The product is: [F:7][C:8]1[CH:15]=[CH:14][C:11]([CH2:12][NH:6][CH:4]2[CH2:1][CH2:3][CH2:2][CH2:16][CH2:5]2)=[CH:10][CH:9]=1. (5) Given the reactants [ClH:1].[F:2][C:3]1[CH:4]=[C:5]([C:10]2[C:18]3[C:13](=[CH:14][C:15]([O:19][CH2:20][CH2:21][N:22]4[CH2:27][CH2:26][S:25](=[O:29])(=[O:28])[CH2:24][CH2:23]4)=[CH:16][CH:17]=3)[C:12](=[O:30])[C:11]=2C2C=NC3C(C=2)=CC=CC=3)[CH:6]=[C:7]([F:9])[CH:8]=1.O1CCN(CCO[C:50]2[CH:58]=[C:57]3[C:53]([C:54](C4C=CC=CC=4)=C(Br)C3=O)=[CH:52][CH:51]=2)CC1.B(O)(O)C1C=CC(C)=CC=1, predict the reaction product. The product is: [ClH:1].[F:2][C:3]1[CH:4]=[C:5]([C:10]2[CH:11]([C:50]3[CH:58]=[CH:57][C:53]([CH3:54])=[CH:52][CH:51]=3)[C:12](=[O:30])[C:13]3[C:18]=2[CH2:17][CH:16]=[C:15]([O:19][CH2:20][CH2:21][N:22]2[CH2:27][CH2:26][S:25](=[O:29])(=[O:28])[CH2:24][CH2:23]2)[CH:14]=3)[CH:6]=[C:7]([F:9])[CH:8]=1. (6) The product is: [C:36]([NH:35][C:33]1[N:34]=[C:29]([CH2:28][CH2:27][C:24]2[CH:23]=[CH:22][C:21]([NH:20][C:15]([C:10]3[C:9]([C:6]4[CH:7]=[CH:8][C:3]([C:2]([F:19])([F:18])[F:1])=[CH:4][CH:5]=4)=[CH:14][CH:13]=[CH:12][CH:11]=3)=[O:16])=[CH:26][CH:25]=2)[CH:30]=[CH:31][CH:32]=1)(=[O:38])[CH3:37]. Given the reactants [F:1][C:2]([F:19])([F:18])[C:3]1[CH:8]=[CH:7][C:6]([C:9]2[C:10]([C:15](Cl)=[O:16])=[CH:11][CH:12]=[CH:13][CH:14]=2)=[CH:5][CH:4]=1.[NH2:20][C:21]1[CH:26]=[CH:25][C:24]([CH2:27][CH2:28][C:29]2[N:34]=[C:33]([NH:35][C:36](=[O:38])[CH3:37])[CH:32]=[CH:31][CH:30]=2)=[CH:23][CH:22]=1.C(N(CC)CC)C.C(OCC)(=O)C, predict the reaction product.